Dataset: Peptide-MHC class I binding affinity with 185,985 pairs from IEDB/IMGT. Task: Regression. Given a peptide amino acid sequence and an MHC pseudo amino acid sequence, predict their binding affinity value. This is MHC class I binding data. (1) The MHC is HLA-A26:01 with pseudo-sequence HLA-A26:01. The binding affinity (normalized) is 0.268. The peptide sequence is PMDSTVKNY. (2) The peptide sequence is ALLRMCALV. The MHC is HLA-A68:02 with pseudo-sequence HLA-A68:02. The binding affinity (normalized) is 0.189. (3) The peptide sequence is SNRTPTVAP. The MHC is HLA-A24:02 with pseudo-sequence HLA-A24:02. The binding affinity (normalized) is 0. (4) The peptide sequence is KSMLKELIK. The MHC is HLA-A11:01 with pseudo-sequence HLA-A11:01. The binding affinity (normalized) is 0.536. (5) The peptide sequence is ADLRFASEF. The MHC is HLA-B40:01 with pseudo-sequence HLA-B40:01. The binding affinity (normalized) is 0.0847. (6) The peptide sequence is QMYRKFSRCT. The MHC is HLA-A02:01 with pseudo-sequence HLA-A02:01. The binding affinity (normalized) is 0.0567. (7) The peptide sequence is IVIFVKRL. The MHC is H-2-Kb with pseudo-sequence H-2-Kb. The binding affinity (normalized) is 0.433.